Task: Regression. Given a peptide amino acid sequence and an MHC pseudo amino acid sequence, predict their binding affinity value. This is MHC class II binding data.. Dataset: Peptide-MHC class II binding affinity with 134,281 pairs from IEDB (1) The peptide sequence is IKHIYAISSAALSAS. The MHC is DRB3_0202 with pseudo-sequence DRB3_0202. The binding affinity (normalized) is 0.886. (2) The peptide sequence is DILLRMSKMQLGSSS. The MHC is DRB1_0701 with pseudo-sequence DRB1_0701. The binding affinity (normalized) is 0.547. (3) The binding affinity (normalized) is 0.669. The MHC is DRB1_0101 with pseudo-sequence DRB1_0101. The peptide sequence is WDIKDPSLLVNQFGS.